Dataset: Forward reaction prediction with 1.9M reactions from USPTO patents (1976-2016). Task: Predict the product of the given reaction. Given the reactants [Cl:1][C:2]1[CH:3]=[C:4]([C:8]2[N:12]=[CH:11][N:10](/[CH:13]=[CH:14]\[C:15]([O:17]C(C)C)=[O:16])[N:9]=2)[CH:5]=[CH:6][CH:7]=1.C1COCC1.O.[Li+].[OH-], predict the reaction product. The product is: [Cl:1][C:2]1[CH:3]=[C:4]([C:8]2[N:12]=[CH:11][N:10](/[CH:13]=[CH:14]\[C:15]([OH:17])=[O:16])[N:9]=2)[CH:5]=[CH:6][CH:7]=1.